Dataset: Full USPTO retrosynthesis dataset with 1.9M reactions from patents (1976-2016). Task: Predict the reactants needed to synthesize the given product. The reactants are: [Cl:1][C:2]1[CH:7]=[C:6]([Cl:8])[CH:5]=[CH:4][C:3]=1[C:9]1[C:14]([N+:15]([O-])=O)=[C:13]([CH3:18])[CH:12]=[CH:11][N:10]=1.[CH2:19]([OH:21])[CH3:20].Cl.C(OC(=O)C)(=O)C. Given the product [Cl:1][C:2]1[CH:7]=[C:6]([Cl:8])[CH:5]=[CH:4][C:3]=1[C:9]1[C:14]([NH:15][C:19](=[O:21])[CH3:20])=[C:13]([CH3:18])[CH:12]=[CH:11][N:10]=1, predict the reactants needed to synthesize it.